Dataset: Full USPTO retrosynthesis dataset with 1.9M reactions from patents (1976-2016). Task: Predict the reactants needed to synthesize the given product. (1) Given the product [CH3:31][O:30][C:25]1[CH:26]=[CH:27][CH:28]=[CH:29][C:24]=1[CH2:23][O:22][CH2:21][CH2:20][CH2:19][O:18][C:15]1[CH:14]=[CH:13][C:12]([CH:11]2[CH2:10][CH2:9][N:8]([C:32]([O:34][C:35]([CH3:36])([CH3:37])[CH3:38])=[O:33])[CH2:7][CH:6]2[O:5][CH2:4][C:1](=[O:2])[NH:50][C:45]2[CH:46]=[CH:47][CH:48]=[CH:49][C:44]=2[CH2:43][CH2:42][CH2:41][O:40][CH3:39])=[CH:17][CH:16]=1, predict the reactants needed to synthesize it. The reactants are: [C:1]([CH2:4][O:5][CH:6]1[CH:11]([C:12]2[CH:17]=[CH:16][C:15]([O:18][CH2:19][CH2:20][CH2:21][O:22][CH2:23][C:24]3[CH:29]=[CH:28][CH:27]=[CH:26][C:25]=3[O:30][CH3:31])=[CH:14][CH:13]=2)[CH2:10][CH2:9][N:8]([C:32]([O:34][C:35]([CH3:38])([CH3:37])[CH3:36])=[O:33])[CH2:7]1)(O)=[O:2].[CH3:39][O:40][CH2:41][CH2:42][CH2:43][C:44]1[CH:49]=[CH:48][CH:47]=[CH:46][C:45]=1[NH2:50]. (2) Given the product [C:41]([O:40][C:38]([NH:29][C@@H:30]([CH2:31][CH:32]([CH3:34])[CH3:33])[C:35]([O:21][C:15]1[CH:16]=[C:17]([F:20])[CH:18]=[CH:19][C:14]=1/[CH:13]=[C:9]1\[C:10](=[O:12])[N:11]=[C:7]([N:1]2[CH2:6][CH2:5][CH2:4][CH2:3][NH:2]2)[S:8]\1)=[O:36])=[O:39])([CH3:44])([CH3:43])[CH3:42], predict the reactants needed to synthesize it. The reactants are: [N:1]1([C:7]2[S:8]/[C:9](=[CH:13]\[C:14]3[CH:19]=[CH:18][C:17]([F:20])=[CH:16][C:15]=3[OH:21])/[C:10](=[O:12])[N:11]=2)[CH2:6][CH2:5][CH2:4][CH2:3][NH:2]1.C(N(CC)CC)C.[NH:29]([C:38]([O:40][C:41]([CH3:44])([CH3:43])[CH3:42])=[O:39])[C@H:30]([C:35](O)=[O:36])[CH2:31][CH:32]([CH3:34])[CH3:33].OC1C2N=NNC=2C=CC=1.CCN=C=NCCCN(C)C.Cl.